Dataset: Forward reaction prediction with 1.9M reactions from USPTO patents (1976-2016). Task: Predict the product of the given reaction. (1) Given the reactants [CH:1]1([N:6]2[CH2:12][C:11]([F:14])([F:13])[C:10](=[O:15])[N:9]([CH3:16])[C:8]3[CH:17]=[N:18][C:19]([NH:21][C:22]4[CH:30]=[CH:29][C:25]([C:26](O)=[O:27])=[CH:24][C:23]=4[O:31][CH3:32])=[N:20][C:7]2=3)[CH2:5][CH2:4][CH2:3][CH2:2]1.[CH:33]([NH:36][CH2:37][CH2:38][CH2:39][NH2:40])([CH3:35])[CH3:34].F[P-](F)(F)(F)(F)F.CN(C(N(C)C)=[N+]1C2C(=NC=CC=2)[N+]([O-])=N1)C.ON1C2C=CC=CC=2N=N1.C(N(C(C)C)CC)(C)C, predict the reaction product. The product is: [CH:1]1([N:6]2[CH2:12][C:11]([F:14])([F:13])[C:10](=[O:15])[N:9]([CH3:16])[C:8]3[CH:17]=[N:18][C:19]([NH:21][C:22]4[CH:30]=[CH:29][C:25]([C:26]([NH:40][CH2:39][CH2:38][CH2:37][NH:36][CH:33]([CH3:35])[CH3:34])=[O:27])=[CH:24][C:23]=4[O:31][CH3:32])=[N:20][C:7]2=3)[CH2:5][CH2:4][CH2:3][CH2:2]1. (2) Given the reactants [CH3:1][N:2]([CH3:30])[CH:3]1[CH2:8][CH2:7][N:6]([C:9]2[N:14]3[CH:15]=[C:16]([CH2:18][NH:19][C@@H:20]4[C:29]5[N:28]=[CH:27][CH:26]=[CH:25][C:24]=5[CH2:23][CH2:22][CH2:21]4)[N:17]=[C:13]3[CH:12]=[CH:11][CH:10]=2)[CH2:5][CH2:4]1.[CH2:31]=O, predict the reaction product. The product is: [CH3:1][N:2]([CH3:30])[CH:3]1[CH2:8][CH2:7][N:6]([C:9]2[N:14]3[CH:15]=[C:16]([CH2:18][N:19]([CH3:31])[C@@H:20]4[C:29]5[N:28]=[CH:27][CH:26]=[CH:25][C:24]=5[CH2:23][CH2:22][CH2:21]4)[N:17]=[C:13]3[CH:12]=[CH:11][CH:10]=2)[CH2:5][CH2:4]1. (3) Given the reactants [NH2:1][C:2]1[C:10]([N+:11]([O-:13])=[O:12])=[CH:9][C:5]2[O:6][CH2:7][O:8][C:4]=2[CH:3]=1.Br[C:15]1[CH:20]=[CH:19][C:18]([CH2:21][CH2:22][OH:23])=[CH:17][CH:16]=1, predict the reaction product. The product is: [N+:11]([C:10]1[C:2]([NH:1][C:15]2[CH:20]=[CH:19][C:18]([CH2:21][CH2:22][OH:23])=[CH:17][CH:16]=2)=[CH:3][C:4]2[O:8][CH2:7][O:6][C:5]=2[CH:9]=1)([O-:13])=[O:12]. (4) Given the reactants [OH:1][CH:2]1[CH2:7][CH2:6][N:5]([C:8]([O:10][C:11]([CH3:14])([CH3:13])[CH3:12])=[O:9])[CH2:4][CH2:3]1.[H-].[Na+].[Cl:17][C:18]1[CH:23]=[C:22]([N+]([O-])=O)[CH:21]=[CH:20][N:19]=1, predict the reaction product. The product is: [Cl:17][C:18]1[CH:23]=[C:22]([O:1][CH:2]2[CH2:3][CH2:4][N:5]([C:8]([O:10][C:11]([CH3:14])([CH3:13])[CH3:12])=[O:9])[CH2:6][CH2:7]2)[CH:21]=[CH:20][N:19]=1.